From a dataset of Full USPTO retrosynthesis dataset with 1.9M reactions from patents (1976-2016). Predict the reactants needed to synthesize the given product. (1) Given the product [Br:1][C:3]1[C:4]([C:12]([O:14][CH2:15][CH3:16])=[O:13])=[CH:5][N:6]2[C:11]=1[CH:10]=[CH:9][CH:8]=[CH:7]2, predict the reactants needed to synthesize it. The reactants are: [Br:1]Br.[CH:3]1[C:4]([C:12]([O:14][CH2:15][CH3:16])=[O:13])=[CH:5][N:6]2[C:11]=1[CH:10]=[CH:9][CH:8]=[CH:7]2. (2) Given the product [CH:47]1([CH2:50][NH:52][C:1]([NH:14][C:15]2[CH:16]=[CH:17][C:18]([S:21]([N:24]3[CH2:25][CH2:26][N:27]([CH2:30][C:31]4[CH:32]=[CH:33][C:34]([C:37]([OH:46])([C:38]([F:39])([F:40])[F:41])[C:42]([F:45])([F:44])[F:43])=[CH:35][CH:36]=4)[CH2:28][CH2:29]3)(=[O:22])=[O:23])=[CH:19][CH:20]=2)=[O:2])[CH2:49][CH2:48]1, predict the reactants needed to synthesize it. The reactants are: [C:1](Cl)(=O)[O:2]C1C=CC([N+]([O-])=O)=CC=1.[NH2:14][C:15]1[CH:20]=[CH:19][C:18]([S:21]([N:24]2[CH2:29][CH2:28][N:27]([CH2:30][C:31]3[CH:36]=[CH:35][C:34]([C:37]([OH:46])([C:42]([F:45])([F:44])[F:43])[C:38]([F:41])([F:40])[F:39])=[CH:33][CH:32]=3)[CH2:26][CH2:25]2)(=[O:23])=[O:22])=[CH:17][CH:16]=1.[CH:47]1([CH:50]([NH2:52])C)[CH2:49][CH2:48]1.O. (3) Given the product [OH:36][CH2:35][CH2:37][NH:38][C:2]1[N:3]=[C:4]2[C:10]([C:11]3[CH:16]=[CH:15][CH:14]=[CH:13][CH:12]=3)=[C:9]([C:17]3[CH:22]=[CH:21][C:20]([C:23]4([NH:27][C:28](=[O:34])[O:29][C:30]([CH3:33])([CH3:31])[CH3:32])[CH2:24][CH2:25][CH2:26]4)=[CH:19][CH:18]=3)[O:8][C:5]2=[N:6][CH:7]=1, predict the reactants needed to synthesize it. The reactants are: Cl[C:2]1[N:3]=[C:4]2[C:10]([C:11]3[CH:16]=[CH:15][CH:14]=[CH:13][CH:12]=3)=[C:9]([C:17]3[CH:22]=[CH:21][C:20]([C:23]4([NH:27][C:28](=[O:34])[O:29][C:30]([CH3:33])([CH3:32])[CH3:31])[CH2:26][CH2:25][CH2:24]4)=[CH:19][CH:18]=3)[O:8][C:5]2=[N:6][CH:7]=1.[CH2:35]([CH2:37][NH2:38])[OH:36].C(=O)([O-])[O-].[Cs+].[Cs+]. (4) Given the product [CH2:1]([NH:3][C:4]1[S:5][C@H:6]2[O:12][C@H:11]([C@@H:13]([OH:22])[CH2:14][CH2:15][C:16]3[CH:17]=[CH:18][CH:19]=[CH:20][CH:21]=3)[C@@H:10]([OH:23])[C@H:9]([OH:24])[C@H:7]2[N:8]=1)[CH3:2], predict the reactants needed to synthesize it. The reactants are: [CH2:1]([NH:3][C:4]1[S:5][C@H:6]2[O:12][C@H:11]([C:13](=[O:22])[CH2:14][CH2:15][C:16]3[CH:21]=[CH:20][CH:19]=[CH:18][CH:17]=3)[C@@H:10]([OH:23])[C@H:9]([OH:24])[C@H:7]2[N:8]=1)[CH3:2].[BH4-].[Na+]. (5) Given the product [CH2:3]([N:10]1[CH2:15][CH2:14][C:13]([CH3:1])([OH:16])[CH2:12][CH2:11]1)[C:4]1[CH:5]=[CH:6][CH:7]=[CH:8][CH:9]=1, predict the reactants needed to synthesize it. The reactants are: [CH3:1][Li].[CH2:3]([N:10]1[CH2:15][CH2:14][C:13](=[O:16])[CH2:12][CH2:11]1)[C:4]1[CH:9]=[CH:8][CH:7]=[CH:6][CH:5]=1.O.